From a dataset of Full USPTO retrosynthesis dataset with 1.9M reactions from patents (1976-2016). Predict the reactants needed to synthesize the given product. (1) The reactants are: [C:1]([O:5][C:6]([NH:8][C@@H:9]([CH2:31][C@H:32]1[O:61][C@H:60]([CH2:62][O:63][CH2:64][C:65]2[CH:70]=[CH:69][CH:68]=[CH:67][CH:66]=2)[C@H:51]([O:52][CH2:53][C:54]2[CH:59]=[CH:58][CH:57]=[CH:56][CH:55]=2)[C@H:42]([O:43][CH2:44][C:45]2[CH:50]=[CH:49][CH:48]=[CH:47][CH:46]=2)[C@H:33]1[O:34][CH2:35][C:36]1[CH:41]=[CH:40][CH:39]=[CH:38][CH:37]=1)[C@H:10](O[Si](C(C)(C)C)(C1C=CC=CC=1)C1C=CC=CC=1)[CH:11]=[CH2:12])=[O:7])([CH3:4])([CH3:3])[CH3:2].[OH2:71].O.O.[F-].C([N+](CCCC)(CCCC)CCCC)CCC. Given the product [C:1]([O:5][C:6]([NH:8][C@@:9]([OH:71])([CH2:31][C@H:32]1[O:61][C@H:60]([CH2:62][O:63][CH2:64][C:65]2[CH:70]=[CH:69][CH:68]=[CH:67][CH:66]=2)[C@H:51]([O:52][CH2:53][C:54]2[CH:59]=[CH:58][CH:57]=[CH:56][CH:55]=2)[C@H:42]([O:43][CH2:44][C:45]2[CH:50]=[CH:49][CH:48]=[CH:47][CH:46]=2)[C@H:33]1[O:34][CH2:35][C:36]1[CH:37]=[CH:38][CH:39]=[CH:40][CH:41]=1)[CH2:10][CH:11]=[CH2:12])=[O:7])([CH3:4])([CH3:3])[CH3:2], predict the reactants needed to synthesize it. (2) The reactants are: [Cl:1][C:2]1[CH:3]=[C:4]([C:8]#[C:9][C:10]2[NH:11][O:12][CH:13]3[NH:17][CH2:16][CH2:15][C:14]=23)[CH:5]=[CH:6][CH:7]=1.C(N(CC)CC)C.[CH3:25][N:26]1[CH2:31][CH2:30][N:29]([C:32](Cl)=[O:33])[CH2:28][CH2:27]1.O. Given the product [Cl:1][C:2]1[CH:3]=[C:4]([C:8]#[C:9][C:10]2[CH:14]3[CH2:15][CH2:16][N:17]([C:32]([N:29]4[CH2:30][CH2:31][N:26]([CH3:25])[CH2:27][CH2:28]4)=[O:33])[CH:13]3[O:12][N:11]=2)[CH:5]=[CH:6][CH:7]=1, predict the reactants needed to synthesize it. (3) Given the product [NH2:6][C:7]1[CH:8]=[CH:9][CH:10]=[CH:11][C:1]=1[C:2]([NH:13][C:14]1[CH:15]=[CH:16][C:17]([C:18]([O:20][CH3:21])=[O:19])=[CH:22][CH:23]=1)=[O:3], predict the reactants needed to synthesize it. The reactants are: [C:1]12[C:7](=[CH:8][CH:9]=[CH:10][CH:11]=1)[NH:6]C(=O)O[C:2]2=[O:3].[NH2:13][C:14]1[CH:23]=[CH:22][C:17]([C:18]([O:20][CH3:21])=[O:19])=[CH:16][CH:15]=1. (4) Given the product [CH3:37][O:36][CH2:12][NH:3][C:30]([CH:28]1[CH2:27][N:26]([CH:13]([C:14]2[CH:15]=[CH:16][CH:17]=[CH:18][CH:19]=2)[C:20]2[CH:21]=[CH:22][CH:23]=[CH:24][CH:25]=2)[CH2:29]1)=[O:31], predict the reactants needed to synthesize it. The reactants are: Cl.C[N:3]([CH3:12])CCCN=C=NCC.[CH:13]([N:26]1[CH2:29][CH:28]([C:30](O)=[O:31])[CH2:27]1)([C:20]1[CH:25]=[CH:24][CH:23]=[CH:22][CH:21]=1)[C:14]1[CH:19]=[CH:18][CH:17]=[CH:16][CH:15]=1.Cl.CN[O:36][CH3:37].C(N(CC)CC)C.